This data is from Forward reaction prediction with 1.9M reactions from USPTO patents (1976-2016). The task is: Predict the product of the given reaction. Given the reactants C([C@H]1COC(=O)N1[C:14](=[O:28])[C@@H:15]([O:24][CH:25]([CH3:27])[CH3:26])[CH2:16][C:17]1[CH:22]=[CH:21][CH:20]=[C:19]([OH:23])[CH:18]=1)C1C=CC=CC=1.[OH:29]O.[OH-].[Li+].O, predict the reaction product. The product is: [OH:23][C:19]1[CH:18]=[C:17]([CH2:16][C@H:15]([O:24][CH:25]([CH3:26])[CH3:27])[C:14]([OH:28])=[O:29])[CH:22]=[CH:21][CH:20]=1.